Dataset: Catalyst prediction with 721,799 reactions and 888 catalyst types from USPTO. Task: Predict which catalyst facilitates the given reaction. Reactant: [CH3:1][O:2][C:3]1[CH:4]=[CH:5][C:6]2[O:10][CH:9]=[CH:8][C:7]=2[CH:11]=1.[Li]CCCC.[B:17](OC(C)C)([O:22]C(C)C)[O:18]C(C)C. Product: [CH3:1][O:2][C:3]1[CH:4]=[CH:5][C:6]2[O:10][C:9]([B:17]([OH:22])[OH:18])=[CH:8][C:7]=2[CH:11]=1. The catalyst class is: 7.